Dataset: Reaction yield outcomes from USPTO patents with 853,638 reactions. Task: Predict the reaction yield, written as a fraction of the theoretical maximum amount of product (1.0 means a 100% yield; for example, 0.34 means a 34% yield). (1) The reactants are [CH3:1][O:2][C:3](=[O:39])[NH:4][CH:5]([C:9]([N:11]1[CH:18]([C:19]2[NH:20][C:21]([C:24]3[CH:29]=[CH:28][C:27](B4OC(C)(C)C(C)(C)O4)=[CH:26][CH:25]=3)=[CH:22][N:23]=2)[CH2:17][C:13]2([CH2:16][CH2:15][CH2:14]2)[O:12]1)=[O:10])[CH:6]([CH3:8])[CH3:7].[CH3:40][O:41][C:42](=[O:70])[NH:43][CH:44]([C:48]([N:50]1[CH:57]([C:58]2[NH:59][C:60]([C:63]3[CH:68]=[CH:67][C:66](Br)=[CH:65][CH:64]=3)=[CH:61][N:62]=2)[CH2:56][C:52]2([CH2:55][CH2:54][CH2:53]2)[O:51]1)=[O:49])[CH:45]([CH3:47])[CH3:46].C(=O)([O-])[O-].[K+].[K+]. The catalyst is COCCOC.C1C=CC([P]([Pd]([P](C2C=CC=CC=2)(C2C=CC=CC=2)C2C=CC=CC=2)([P](C2C=CC=CC=2)(C2C=CC=CC=2)C2C=CC=CC=2)[P](C2C=CC=CC=2)(C2C=CC=CC=2)C2C=CC=CC=2)(C2C=CC=CC=2)C2C=CC=CC=2)=CC=1. The product is [CH3:40][O:41][C:42](=[O:70])[NH:43][CH:44]([C:48]([N:50]1[CH:57]([C:58]2[NH:59][C:60]([C:63]3[CH:68]=[CH:67][C:66]([C:27]4[CH:26]=[CH:25][C:24]([C:21]5[NH:20][C:19]([CH:18]6[CH2:17][C:13]7([CH2:14][CH2:15][CH2:16]7)[O:12][N:11]6[C:9](=[O:10])[CH:5]([NH:4][C:3]([O:2][CH3:1])=[O:39])[CH:6]([CH3:7])[CH3:8])=[N:23][CH:22]=5)=[CH:29][CH:28]=4)=[CH:65][CH:64]=3)=[CH:61][N:62]=2)[CH2:56][C:52]2([CH2:55][CH2:54][CH2:53]2)[O:51]1)=[O:49])[CH:45]([CH3:47])[CH3:46]. The yield is 0.260. (2) The reactants are [Cl:1][C:2]1[CH:7]=[CH:6][C:5]([N+:8]([O-])=O)=[C:4]([F:11])[C:3]=1[F:12]. The catalyst is C(O)(=O)C.[Fe]. The product is [Cl:1][C:2]1[CH:7]=[CH:6][C:5]([NH2:8])=[C:4]([F:11])[C:3]=1[F:12]. The yield is 0.410.